Dataset: Forward reaction prediction with 1.9M reactions from USPTO patents (1976-2016). Task: Predict the product of the given reaction. Given the reactants [OH:1][C:2]1[C:3]([CH:12]2[C:20]3[C:15](=[CH:16][CH:17]=[CH:18][CH:19]=3)[N:14]([CH2:21][C:22]3[CH:27]=[CH:26][C:25]([O:28][CH3:29])=[CH:24][CH:23]=3)[C:13]2=[O:30])=[CH:4][C:5]2[O:9][N:8]=[C:7]([CH3:10])[C:6]=2[CH:11]=1.[C:31]1(C(C2C=CC=CC=2)N2C3C(=CC=CC=3)C(C3C=C(C)C(OC)=CC=3O)C2=O)C=CC=CC=1, predict the reaction product. The product is: [CH3:29][O:28][C:25]1[CH:24]=[CH:23][C:22]([CH2:21][N:14]2[C:15]3[C:20](=[CH:19][CH:18]=[CH:17][CH:16]=3)[C:12]3([C:3]4=[CH:4][C:5]5[O:9][N:8]=[C:7]([CH3:10])[C:6]=5[CH:11]=[C:2]4[O:1][CH2:31]3)[C:13]2=[O:30])=[CH:27][CH:26]=1.